From a dataset of Forward reaction prediction with 1.9M reactions from USPTO patents (1976-2016). Predict the product of the given reaction. (1) Given the reactants [NH2:1][CH2:2][C@H:3]([OH:5])[CH3:4].[O:6]=[C:7]1[CH:12]=[CH:11][C:10]([C:13]([O:15][CH3:16])=[O:14])=[CH:9]O1, predict the reaction product. The product is: [OH:5][C@H:3]([CH3:4])[CH2:2][N:1]1[C:7](=[O:6])[CH:12]=[CH:11][C:10]([C:13]([O:15][CH3:16])=[O:14])=[CH:9]1. (2) The product is: [CH3:1][N:2]1[CH2:7][CH2:6][N:5]([CH2:8][C:9]2[CH:10]=[CH:11][C:12]3[N:34]=[CH:37][N:15]([C:16]4[S:17][C:18]([C:31]([NH2:33])=[O:32])=[C:19]([C:21]5[CH:26]=[CH:25][CH:24]=[CH:23][C:22]=5[C:27]([F:30])([F:29])[F:28])[N:20]=4)[C:13]=3[CH:14]=2)[CH2:4][CH2:3]1. Given the reactants [CH3:1][N:2]1[CH2:7][CH2:6][N:5]([CH2:8][C:9]2[CH:10]=[CH:11][C:12]([N+:34]([O-])=O)=[C:13]([NH:15][C:16]3[S:17][C:18]([C:31]([NH2:33])=[O:32])=[C:19]([C:21]4[CH:26]=[CH:25][CH:24]=[CH:23][C:22]=4[C:27]([F:30])([F:29])[F:28])[N:20]=3)[CH:14]=2)[CH2:4][CH2:3]1.[CH:37](O)=O, predict the reaction product. (3) Given the reactants [C:1]([C:3]1[CH:17]=[C:16](I)[C:6]2[N:7]([C:10]3[CH:15]=[CH:14][CH:13]=[CH:12][CH:11]=3)[CH:8]=[N:9][C:5]=2[CH:4]=1)#[N:2].[C:19]([NH:22][C:23]1[CH:28]=[CH:27][C:26](B(O)O)=[CH:25][CH:24]=1)(=[O:21])[CH3:20].C(=O)([O-])[O-].[K+].[K+].C(NC1C=C(C2C3N(C4C=CC=CC=4)C=NC=3C=C(C#N)C=2)C=CC=1)(=O)C, predict the reaction product. The product is: [C:19]([NH:22][C:23]1[CH:28]=[CH:27][C:26]([C:16]2[C:6]3[N:7]([C:10]4[CH:15]=[CH:14][CH:13]=[CH:12][CH:11]=4)[CH:8]=[N:9][C:5]=3[CH:4]=[C:3]([C:1]#[N:2])[CH:17]=2)=[CH:25][CH:24]=1)(=[O:21])[CH3:20]. (4) Given the reactants Cl[C:2]1[CH:7]=[CH:6][C:5]([N+:8]([O-:10])=[O:9])=[CH:4][N:3]=1.[F:11][C:12]([F:17])([F:16])[CH2:13][CH2:14][OH:15].[H-].[Na+], predict the reaction product. The product is: [N+:8]([C:5]1[CH:6]=[CH:7][C:2]([O:15][CH2:14][CH2:13][C:12]([F:17])([F:16])[F:11])=[N:3][CH:4]=1)([O-:10])=[O:9]. (5) The product is: [O:8]1[CH:12]=[CH:11][CH:10]=[C:9]1[C:2]1[N:3]=[C:4]([NH2:7])[S:5][CH:6]=1. Given the reactants Br[C:2]1[N:3]=[C:4]([NH2:7])[S:5][CH:6]=1.[O:8]1[CH:12]=[CH:11][CH:10]=[C:9]1B(O)O.CO.C([O-])(O)=O.[Na+], predict the reaction product. (6) Given the reactants C(C1C=C([CH2+]=NC2C=CC(OC3C=CN=C(C(NC)=O)C=3)=CC=2F)N(C2C=[CH:34][CH:33]=[C:32]([CH2:36][OH:37])C=2)N=1)(C)(C)C.[C:38]([C:42]1[CH:46]=[C:45]([NH:47][C:48]([NH:50][C:51]2[CH:67]=[CH:66][C:54]([O:55][C:56]3[CH:61]=[CH:60][N:59]=[C:58]([C:62]([NH:64][CH3:65])=[O:63])[CH:57]=3)=[CH:53][C:52]=2[F:68])=[O:49])[N:44]([C:69]2[CH:74]=[CH:73][CH:72]=[C:71]([CH2:75][OH:76])[CH:70]=2)[N:43]=1)([CH3:41])([CH3:40])[CH3:39].N1C=CC=C[CH:78]=1.CC(C)C(=O)CCl, predict the reaction product. The product is: [CH3:78][CH:33]([CH3:34])[CH2:32][C:36]([O:76][CH2:75][C:71]1[CH:72]=[CH:73][CH:74]=[C:69]([N:44]2[C:45]([NH:47][C:48](=[O:49])[NH:50][C:51]3[CH:67]=[CH:66][C:54]([O:55][C:56]4[CH:61]=[CH:60][N:59]=[C:58]([C:62](=[O:63])[NH:64][CH3:65])[CH:57]=4)=[CH:53][C:52]=3[F:68])=[CH:46][C:42]([C:38]([CH3:41])([CH3:39])[CH3:40])=[N:43]2)[CH:70]=1)=[O:37]. (7) The product is: [CH2:34]([O:41][C:42](=[O:62])[NH:43][C@@H:44]1[C:47](=[O:48])[N:46]([CH2:49][C:50]2[CH:55]=[CH:54][C:53]([O:56][CH3:57])=[CH:52][C:51]=2[O:58][CH3:59])[C@@H:45]1/[CH:60]=[CH:2]/[O:3][CH3:4])[C:35]1[CH:36]=[CH:37][CH:38]=[CH:39][CH:40]=1. Given the reactants [Cl-].[CH3:2][O:3][CH2:4][P+](C1C=CC=CC=1)(C1C=CC=CC=1)C1C=CC=CC=1.C[Si]([N-][Si](C)(C)C)(C)C.[K+].[CH2:34]([O:41][C:42](=[O:62])[NH:43][C@@H:44]1[C:47](=[O:48])[N:46]([CH2:49][C:50]2[CH:55]=[CH:54][C:53]([O:56][CH3:57])=[CH:52][C:51]=2[O:58][CH3:59])[C@@H:45]1[CH:60]=O)[C:35]1[CH:40]=[CH:39][CH:38]=[CH:37][CH:36]=1, predict the reaction product.